Dataset: Forward reaction prediction with 1.9M reactions from USPTO patents (1976-2016). Task: Predict the product of the given reaction. Given the reactants [C:1]([O:5][C:6]([N:8]([CH2:21][C:22]([OH:24])=O)[CH2:9][CH2:10][NH:11][C:12]1[CH:17]=[CH:16][C:15]([N+:18]([O-:20])=[O:19])=[CH:14][CH:13]=1)=[O:7])([CH3:4])([CH3:3])[CH3:2].C(N(C(C)C)C(C)C)C.ON1C2C=CC=CC=2N=N1.C(N=C=NCCCN(C)C)C, predict the reaction product. The product is: [C:1]([O:5][C:6]([N:8]1[CH2:9][CH2:10][N:11]([C:12]2[CH:13]=[CH:14][C:15]([N+:18]([O-:20])=[O:19])=[CH:16][CH:17]=2)[C:22](=[O:24])[CH2:21]1)=[O:7])([CH3:3])([CH3:2])[CH3:4].